This data is from Forward reaction prediction with 1.9M reactions from USPTO patents (1976-2016). The task is: Predict the product of the given reaction. (1) Given the reactants [N:1]1[CH:6]=[CH:5][N:4]=[CH:3][C:2]=1[C:7]1[N:11]2[CH2:12][CH2:13][N:14]=[C:15]([N:16]3C=N[CH:18]=[N:17]3)[C:10]2=[N:9][N:8]=1.[Cl:21][C:22]1[C:31]([C:32]([F:35])([F:34])[F:33])=[CH:30][CH:29]=[CH:28][C:23]=1C(NN)=O.O.C1(C)C=CC(S(O)(=O)=O)=CC=1.C([O-])(O)=O.[Na+], predict the reaction product. The product is: [Cl:21][C:22]1[C:31]([C:32]([F:33])([F:34])[F:35])=[CH:30][CH:29]=[CH:28][C:23]=1[C:18]1[N:14]2[CH2:13][CH2:12][N:11]3[C:7]([C:2]4[CH:3]=[N:4][CH:5]=[CH:6][N:1]=4)=[N:8][N:9]=[C:10]3[C:15]2=[N:16][N:17]=1. (2) Given the reactants [CH3:1][O:2][C:3]1[CH:4]=[C:5]([CH:10]=[CH:11][N:12]=1)[C:6](OC)=[O:7], predict the reaction product. The product is: [CH3:1][O:2][C:3]1[CH:4]=[C:5]([CH2:6][OH:7])[CH:10]=[CH:11][N:12]=1. (3) Given the reactants [CH3:1][C:2]1[O:3][C:4]2[C:9]([C:10](=[O:12])[CH:11]=1)=[CH:8][CH:7]=[CH:6][C:5]=2[CH:13]=O.[CH3:15][O:16][C:17]1[CH:22]=[CH:21][C:20]([C:23](=[O:28])[CH2:24][C:25](=[O:27])[CH3:26])=[CH:19][CH:18]=1.C(O)(=O)C.N1CCCCC1, predict the reaction product. The product is: [CH3:15][O:16][C:17]1[CH:18]=[CH:19][C:20]([C:23](=[O:28])[C:24](=[CH:13][C:5]2[CH:6]=[CH:7][CH:8]=[C:9]3[C:4]=2[O:3][C:2]([CH3:1])=[CH:11][C:10]3=[O:12])[C:25](=[O:27])[CH3:26])=[CH:21][CH:22]=1. (4) Given the reactants Cl.Cl.[N:3]12[CH2:10][CH2:9][CH:6]([CH2:7][CH2:8]1)[C@@H:5]([NH2:11])[CH2:4]2.[Cl:12][C:13]1[CH:18]=[CH:17][C:16]([C:19]2[O:23][C:22]([C:24](O)=[O:25])=[CH:21][CH:20]=2)=[CH:15][CH:14]=1, predict the reaction product. The product is: [N:3]12[CH2:10][CH2:9][CH:6]([CH2:7][CH2:8]1)[C@@H:5]([NH:11][C:24]([C:22]1[O:23][C:19]([C:16]3[CH:17]=[CH:18][C:13]([Cl:12])=[CH:14][CH:15]=3)=[CH:20][CH:21]=1)=[O:25])[CH2:4]2. (5) The product is: [NH2:37]/[C:34](/[CH3:35])=[CH:25]\[C:24]([C:6]1[N:7]([CH2:13][C:14]2[CH:15]=[CH:16][C:17]([S:20]([CH3:23])(=[O:22])=[O:21])=[CH:18][CH:19]=2)[C:8](=[O:12])[C:9]2[C:4]([C:5]=1[C:28]1[CH:29]=[CH:30][CH:31]=[CH:32][CH:33]=1)=[CH:3][C:2]([Br:1])=[CH:11][CH:10]=2)=[O:27]. Given the reactants [Br:1][C:2]1[CH:3]=[C:4]2[C:9](=[CH:10][CH:11]=1)[C:8](=[O:12])[N:7]([CH2:13][C:14]1[CH:19]=[CH:18][C:17]([S:20]([CH3:23])(=[O:22])=[O:21])=[CH:16][CH:15]=1)[C:6]([C:24](=[O:27])[CH2:25]Br)=[C:5]2[C:28]1[CH:33]=[CH:32][CH:31]=[CH:30][CH:29]=1.[C:34]([NH2:37])(=S)[CH3:35].O.C(=O)([O-])O.[Na+], predict the reaction product. (6) Given the reactants [C:1]([CH2:4][NH:5][C:6]([C:8]1[C:13]([O:14]CC2C=CC=CC=2)=[CH:12][C:11]([O:22]CC2C=CC=CC=2)=[CH:10][N:9]=1)=[O:7])(=[O:3])[NH2:2], predict the reaction product. The product is: [C:1]([CH2:4][NH:5][C:6]([C:8]1[C:13]([OH:14])=[CH:12][C:11]([OH:22])=[CH:10][N:9]=1)=[O:7])(=[O:3])[NH2:2].